This data is from Reaction yield outcomes from USPTO patents with 853,638 reactions. The task is: Predict the reaction yield, written as a fraction of the theoretical maximum amount of product (1.0 means a 100% yield; for example, 0.34 means a 34% yield). (1) The reactants are [CH2:1]([O:3][C:4](=[O:21])[C:5]([NH:7][C:8]1[C:17]([N+:18]([O-:20])=[O:19])=[CH:16][CH:15]=[C:14]2[C:9]=1[CH2:10][CH2:11][CH2:12][NH:13]2)=[O:6])[CH3:2].[CH2:22](Br)[C:23]1[CH:28]=[CH:27][CH:26]=[CH:25][CH:24]=1.C(=O)([O-])[O-].[Cs+].[Cs+]. The catalyst is C(#N)C. The product is [CH2:1]([O:3][C:4](=[O:21])[C:5](=[O:6])[N:7]([CH2:22][C:23]1[CH:28]=[CH:27][CH:26]=[CH:25][CH:24]=1)[C:8]1[C:17]([N+:18]([O-:20])=[O:19])=[CH:16][CH:15]=[C:14]2[C:9]=1[CH2:10][CH2:11][CH2:12][NH:13]2)[CH3:2]. The yield is 0.910. (2) The yield is 0.610. The product is [O:27]([C:2]1[N:3]=[C:4]2[C:10]([CH:11]=[O:12])=[CH:9][N:8]([CH2:13][O:14][CH2:15][CH2:16][Si:17]([CH3:20])([CH3:19])[CH3:18])[C:5]2=[N:6][CH:7]=1)[C:21]1[CH:26]=[CH:25][CH:24]=[CH:23][CH:22]=1. The catalyst is CC([O-])=O.CC([O-])=O.[Pd+2].C(P(C(C)(C)C)C1C=CC=CC=1C1C=CC=CC=1N(C)C)(C)(C)C. The reactants are Br[C:2]1[N:3]=[C:4]2[C:10]([CH:11]=[O:12])=[CH:9][N:8]([CH2:13][O:14][CH2:15][CH2:16][Si:17]([CH3:20])([CH3:19])[CH3:18])[C:5]2=[N:6][CH:7]=1.[C:21]1([OH:27])[CH:26]=[CH:25][CH:24]=[CH:23][CH:22]=1.[O-]P([O-])([O-])=O.[K+].[K+].[K+]. (3) The yield is 0.440. The product is [O:9]1[CH2:10][CH2:11][CH:6]([C:2]2[CH:3]=[C:4]([NH2:5])[O:17][N:16]=2)[CH2:7][CH2:8]1. No catalyst specified. The reactants are O=[C:2]([CH:6]1[CH2:11][CH2:10][O:9][CH2:8][CH2:7]1)[CH2:3][C:4]#[N:5].C(C1C=C(N)[O:17][N:16]=1)(C)C. (4) The reactants are [Si]([O:8][C@@H:9]([C:65]1[CH:70]=[CH:69][CH:68]=[CH:67][C:66]=1[C:71]1[CH:76]=[CH:75][C:74]([Cl:77])=[CH:73][CH:72]=1)[CH:10]1[CH2:15][CH2:14][N:13]([C:16]2[CH:64]=[CH:63][C:19]([C:20]([NH:22][S:23]([C:26]3[CH:31]=[CH:30][C:29]([NH:32][C@H:33]([CH2:42][CH2:43][N:44]4[CH2:49][CH2:48][O:47][CH2:46][C@@H:45]4[CH2:50][N:51]([CH2:54][CH3:55])[CH2:52][CH3:53])[CH2:34][S:35][C:36]4[CH:41]=[CH:40][CH:39]=[CH:38][CH:37]=4)=[C:28]([S:56]([C:59]([F:62])([F:61])[F:60])(=[O:58])=[O:57])[CH:27]=3)(=[O:25])=[O:24])=[O:21])=[CH:18][CH:17]=2)[CH2:12][CH2:11]1)(C(C)(C)C)(C)C.CCCC[N+](CCCC)(CCCC)CCCC.[F-]. The yield is 0.480. No catalyst specified. The product is [Cl:77][C:74]1[CH:75]=[CH:76][C:71]([C:66]2[CH:67]=[CH:68][CH:69]=[CH:70][C:65]=2[C@H:9]([OH:8])[CH:10]2[CH2:15][CH2:14][N:13]([C:16]3[CH:17]=[CH:18][C:19]([C:20]([NH:22][S:23]([C:26]4[CH:31]=[CH:30][C:29]([NH:32][C@H:33]([CH2:42][CH2:43][N:44]5[CH2:49][CH2:48][O:47][CH2:46][C@@H:45]5[CH2:50][N:51]([CH2:54][CH3:55])[CH2:52][CH3:53])[CH2:34][S:35][C:36]5[CH:41]=[CH:40][CH:39]=[CH:38][CH:37]=5)=[C:28]([S:56]([C:59]([F:62])([F:61])[F:60])(=[O:57])=[O:58])[CH:27]=4)(=[O:24])=[O:25])=[O:21])=[CH:63][CH:64]=3)[CH2:12][CH2:11]2)=[CH:72][CH:73]=1. (5) The product is [CH2:1]([O:8][NH:9][C@H:10]1[CH2:15][NH:14][C@H:13]([C:22]([O:24][C:25]([CH3:28])([CH3:27])[CH3:26])=[O:23])[CH2:12][CH2:11]1)[C:2]1[CH:3]=[CH:4][CH:5]=[CH:6][CH:7]=1. The reactants are [CH2:1]([O:8][NH:9][C@H:10]1[CH2:15][N:14](C(=O)C(F)(F)F)[C@H:13]([C:22]([O:24][C:25]([CH3:28])([CH3:27])[CH3:26])=[O:23])[CH2:12][CH2:11]1)[C:2]1[CH:7]=[CH:6][CH:5]=[CH:4][CH:3]=1.O.[OH-].[Na+].C(O)(=O)C. The yield is 0.900. The catalyst is O1CCOCC1. (6) The reactants are [NH2:1][C:2]1[N:7]=[CH:6][C:5]([C:8]2[CH:9]=[N:10][N:11]([CH2:13][C:14]3([OH:27])[CH2:19][CH2:18][N:17](C(OC(C)(C)C)=O)[CH2:16][CH2:15]3)[CH:12]=2)=[CH:4][C:3]=1[O:28][CH:29]([C:31]1[C:36]([Cl:37])=[CH:35][CH:34]=[C:33]([F:38])[C:32]=1[Cl:39])[CH3:30].Cl.O1CCOCC1. The catalyst is C(Cl)Cl. The product is [NH2:1][C:2]1[N:7]=[CH:6][C:5]([C:8]2[CH:9]=[N:10][N:11]([CH2:13][C:14]3([OH:27])[CH2:19][CH2:18][NH:17][CH2:16][CH2:15]3)[CH:12]=2)=[CH:4][C:3]=1[O:28][CH:29]([C:31]1[C:36]([Cl:37])=[CH:35][CH:34]=[C:33]([F:38])[C:32]=1[Cl:39])[CH3:30]. The yield is 0.630. (7) The yield is 0.770. No catalyst specified. The reactants are [O:1]1[CH:5]=[CH:4][CH:3]=[C:2]1[C:6]1[CH:11]=[CH:10][C:9](/[C:12](/[CH3:16])=[CH:13]/[CH2:14][OH:15])=[CH:8][CH:7]=1.[CH2:17]([O:19][C@@H:20]([CH2:26][C:27]1[CH:32]=[CH:31][C:30](O)=[CH:29][CH:28]=1)[C:21]([O:23][CH2:24][CH3:25])=[O:22])[CH3:18]. The product is [CH2:17]([O:19][C@@H:20]([CH2:26][C:27]1[CH:28]=[CH:29][C:30]([O:15][CH2:14]/[CH:13]=[C:12](/[C:9]2[CH:10]=[CH:11][C:6]([C:2]3[O:1][CH:5]=[CH:4][CH:3]=3)=[CH:7][CH:8]=2)\[CH3:16])=[CH:31][CH:32]=1)[C:21]([O:23][CH2:24][CH3:25])=[O:22])[CH3:18]. (8) The reactants are [Br:1][C:2]1[CH:3]=[C:4]2[C:9](=[CH:10][CH:11]=1)[O:8][CH2:7][CH2:6][C:5]2=O.[CH3:13][C:14]([S:17]([NH2:19])=[O:18])([CH3:16])[CH3:15].CCCCCCC. The yield is 0.830. The product is [Br:1][C:2]1[CH:3]=[C:4]2[C:9](=[CH:10][CH:11]=1)[O:8][CH2:7][CH2:6][C:5]2=[N:19][S:17]([C:14]([CH3:16])([CH3:15])[CH3:13])=[O:18]. The catalyst is C1COCC1.[O-]CC.[Ti+4].[O-]CC.[O-]CC.[O-]CC.